From a dataset of Full USPTO retrosynthesis dataset with 1.9M reactions from patents (1976-2016). Predict the reactants needed to synthesize the given product. (1) Given the product [CH:2]1([C:5]2[CH:6]=[C:7]([CH3:17])[C:8]([N:11]3[CH2:12][CH2:13][N:14]([C:31]([C:30]4[CH:29]=[CH:28][C:27]([N:22]5[C@H:21]([CH:18]([CH3:19])[CH3:20])[CH2:25][O:24][C:23]5=[O:26])=[CH:35][CH:34]=4)=[O:32])[CH2:15][CH2:16]3)=[N:9][CH:10]=2)[CH2:4][CH2:3]1, predict the reactants needed to synthesize it. The reactants are: Cl.[CH:2]1([C:5]2[CH:6]=[C:7]([CH3:17])[C:8]([N:11]3[CH2:16][CH2:15][NH:14][CH2:13][CH2:12]3)=[N:9][CH:10]=2)[CH2:4][CH2:3]1.[CH:18]([C@@H:21]1[CH2:25][O:24][C:23](=[O:26])[N:22]1[C:27]1[CH:35]=[CH:34][C:30]([C:31](O)=[O:32])=[CH:29][CH:28]=1)([CH3:20])[CH3:19]. (2) The reactants are: [N:1]1([C:5]2[N:9](COCC[Si](C)(C)C)[C:8]3[CH:18]=[CH:19][CH:20]=[CH:21][C:7]=3[N:6]=2)[CH2:4][CH2:3][CH2:2]1.[O-]CC.[Na+]. Given the product [N:1]1([C:5]2[NH:6][C:7]3[CH:21]=[CH:20][CH:19]=[CH:18][C:8]=3[N:9]=2)[CH2:4][CH2:3][CH2:2]1, predict the reactants needed to synthesize it. (3) Given the product [CH:15]([C:18]1[N:19]=[CH:20][N:21]([C:2]2[CH:10]=[C:9]3[C:5]([C:6]([CH3:14])([CH3:13])[C:7](=[O:12])[N:8]3[CH3:11])=[CH:4][CH:3]=2)[CH:22]=1)([CH3:17])[CH3:16], predict the reactants needed to synthesize it. The reactants are: Br[C:2]1[CH:10]=[C:9]2[C:5]([C:6]([CH3:14])([CH3:13])[C:7](=[O:12])[N:8]2[CH3:11])=[CH:4][CH:3]=1.[CH:15]([C:18]1[N:19]=[CH:20][NH:21][CH:22]=1)([CH3:17])[CH3:16]. (4) Given the product [C:17]([C:18]1[CH:25]=[CH:24][C:21]([CH2:22][NH:23][C:10](=[O:12])[CH:9]([C:6]2[CH:5]=[CH:4][C:3]([N:2]([CH3:1])[CH3:15])=[CH:8][CH:7]=2)[O:13][CH3:14])=[CH:20][CH:19]=1)#[N:16], predict the reactants needed to synthesize it. The reactants are: [CH3:1][N:2]([CH3:15])[C:3]1[CH:8]=[CH:7][C:6]([CH:9]([O:13][CH3:14])[C:10]([OH:12])=O)=[CH:5][CH:4]=1.[NH2:16][CH2:17][C:18]1[CH:25]=[CH:24][C:21]([C:22]#[N:23])=[CH:20][CH:19]=1. (5) Given the product [C:42]([CH2:39][CH2:40][O:41][P:7](=[O:8])([O:44][CH2:4][CH2:5][C:6]#[N:1])[O:36][C:23]1[CH:22]=[C:21]([C:20]2[O:19][CH2:18][C:17]([CH3:38])([CH3:37])[C:16]=2[C:12]([CH3:15])([CH3:13])[CH3:14])[CH:26]=[CH:25][C:24]=1[C:27]1[CH:31]=[C:30]([C:32]([F:35])([F:34])[F:33])[O:29][N:28]=1)#[N:43], predict the reactants needed to synthesize it. The reactants are: [N:1]1[CH:6]=[CH:5][CH:4]=CC=1.[P:7](Cl)(Cl)(Cl)=[O:8].[C:12]([C:16]1[C:17]([CH3:38])([CH3:37])[CH2:18][O:19][C:20]=1[C:21]1[CH:26]=[CH:25][C:24]([C:27]2[CH:31]=[C:30]([C:32]([F:35])([F:34])[F:33])[O:29][N:28]=2)=[C:23]([OH:36])[CH:22]=1)([CH3:15])([CH3:14])[CH3:13].[CH2:39]([C:42]#[N:43])[CH2:40][OH:41].[OH2:44]. (6) The reactants are: [O:1]=[S:2]1(=[O:32])[C:8]2[CH:9]=[CH:10][CH:11]=[CH:12][C:7]=2[CH2:6][N:5]([C:13]2[CH:22]=[C:21]([N:23]3[CH2:27][CH2:26][CH:25]([C:28](O)=[O:29])[CH2:24]3)[C:20]3[C:15](=[CH:16][CH:17]=[C:18]([CH3:31])[CH:19]=3)[N:14]=2)[CH2:4][CH2:3]1.C(Cl)(=O)C([Cl:36])=O. Given the product [O:1]=[S:2]1(=[O:32])[C:8]2[CH:9]=[CH:10][CH:11]=[CH:12][C:7]=2[CH2:6][N:5]([C:13]2[CH:22]=[C:21]([N:23]3[CH2:27][CH2:26][CH:25]([C:28]([Cl:36])=[O:29])[CH2:24]3)[C:20]3[C:15](=[CH:16][CH:17]=[C:18]([CH3:31])[CH:19]=3)[N:14]=2)[CH2:4][CH2:3]1, predict the reactants needed to synthesize it.